From a dataset of KCNQ2 potassium channel screen with 302,405 compounds. Binary Classification. Given a drug SMILES string, predict its activity (active/inactive) in a high-throughput screening assay against a specified biological target. (1) The drug is Clc1cc(c(OCC(=O)NCC(N2CCOCC2)c2sccc2)cc1)C. The result is 0 (inactive). (2) The result is 0 (inactive). The compound is Clc1c(C(=O)N\N=C(/N)Cn2ncnc2)ccc(Cl)c1. (3) The molecule is S(CC(=O)N1CCC(CC1)C(O)=O)c1n(c(=O)c2c(n1)cccc2)c1ccc(OCC)cc1. The result is 0 (inactive). (4) The drug is S1c2c(N(c3c1cccc3)C(=O)CCN)cccc2. The result is 0 (inactive). (5) The molecule is S(=O)(=O)(N1C(CCC1)C(=O)NCc1occc1)c1cc2n(c(=O)c(=O)n(c2cc1)C)C. The result is 0 (inactive). (6) The compound is O(C(=O)Cn1nc(c(NC(=O)c2cc([N+]([O-])=O)ccc2)c1C)C)CC. The result is 0 (inactive). (7) The molecule is S(=O)(=O)(N1C(CCC1)C(=O)Nc1c(ccc(c1)C(O)=O)C)c1c2nsnc2ccc1. The result is 0 (inactive).